Dataset: Peptide-MHC class I binding affinity with 185,985 pairs from IEDB/IMGT. Task: Regression. Given a peptide amino acid sequence and an MHC pseudo amino acid sequence, predict their binding affinity value. This is MHC class I binding data. (1) The peptide sequence is KVCRSPAQK. The MHC is HLA-A31:01 with pseudo-sequence HLA-A31:01. The binding affinity (normalized) is 0.316. (2) The peptide sequence is HPGFTILAL. The MHC is HLA-B35:01 with pseudo-sequence HLA-B35:01. The binding affinity (normalized) is 0.936. (3) The peptide sequence is WRNPAEEREKL. The MHC is Mamu-A07 with pseudo-sequence Mamu-A07. The binding affinity (normalized) is 0. (4) The peptide sequence is ISPLMVAY. The binding affinity (normalized) is 0.566. The MHC is Mamu-A02 with pseudo-sequence Mamu-A02. (5) The peptide sequence is QYSGFVRTL. The MHC is HLA-B58:01 with pseudo-sequence HLA-B58:01. The binding affinity (normalized) is 0.0847. (6) The peptide sequence is DVMLVTLPV. The MHC is HLA-A02:06 with pseudo-sequence HLA-A02:06. The binding affinity (normalized) is 0.596.